Task: Predict the product of the given reaction.. Dataset: Forward reaction prediction with 1.9M reactions from USPTO patents (1976-2016) Given the reactants [NH2:1][C@@H:2]([CH2:10][CH2:11][CH2:12][NH:13][C:14]([NH:16][S:17]([C:20]1[C:21]([CH3:34])=[C:22]2[C:27](=[C:28]([CH3:31])[C:29]=1[CH3:30])[O:26][C:25]([CH3:33])([CH3:32])[CH2:24][CH2:23]2)(=[O:19])=[O:18])=[NH:15])[C:3]([O:5][C:6]([CH3:9])([CH3:8])[CH3:7])=[O:4].[F:35][C:36]1[CH:41]=[CH:40][C:39]([CH:42]([C:53]2[CH:58]=[CH:57][C:56]([F:59])=[CH:55][CH:54]=2)[N:43]2[CH:48]=[CH:47][CH:46]=[C:45]([C:49](O)=[O:50])[C:44]2=[O:52])=[CH:38][CH:37]=1.CN(C(ON1N=NC2C=CC=CC1=2)=[N+](C)C)C.F[P-](F)(F)(F)(F)F.CCN(C(C)C)C(C)C, predict the reaction product. The product is: [F:35][C:36]1[CH:41]=[CH:40][C:39]([CH:42]([C:53]2[CH:54]=[CH:55][C:56]([F:59])=[CH:57][CH:58]=2)[N:43]2[CH:48]=[CH:47][CH:46]=[C:45]([C:49]([NH:1][C@@H:2]([CH2:10][CH2:11][CH2:12][NH:13][C:14]([NH:16][S:17]([C:20]3[C:21]([CH3:34])=[C:22]4[C:27](=[C:28]([CH3:31])[C:29]=3[CH3:30])[O:26][C:25]([CH3:33])([CH3:32])[CH2:24][CH2:23]4)(=[O:18])=[O:19])=[NH:15])[C:3]([O:5][C:6]([CH3:7])([CH3:8])[CH3:9])=[O:4])=[O:50])[C:44]2=[O:52])=[CH:38][CH:37]=1.